Task: Predict the reaction yield, written as a fraction of the theoretical maximum amount of product (1.0 means a 100% yield; for example, 0.34 means a 34% yield).. Dataset: Reaction yield outcomes from USPTO patents with 853,638 reactions (1) The reactants are C[Si]([C:5]#[CH:6])(C)C.C([Li])CCC.[Li].C([O-])([O-])=O.[Na+].[Na+].[OH-].[Na+].[P:21](Cl)([O:26][CH2:27][CH3:28])([O:23][CH2:24][CH3:25])=[O:22]. The catalyst is C1COCC1.CO. The product is [C:5]([P:21](=[O:22])([O:26][CH2:27][CH3:28])[O:23][CH2:24][CH3:25])#[CH:6]. The yield is 0.450. (2) The reactants are [CH3:1][O:2][C:3]1[CH:8]=[CH:7][C:6]([CH:9]([C:11]2[CH:16]=[CH:15][C:14]([O:17][CH2:18][CH:19]3[CH2:24][CH:23]([O:25][CH2:26][CH2:27][CH2:28][CH2:29][CH2:30][CH2:31][CH2:32][CH2:33][CH2:34][CH2:35][CH2:36][CH2:37][CH2:38][CH2:39][CH2:40][CH2:41][CH2:42][CH3:43])[CH:22]([O:44][CH2:45][CH2:46][CH2:47][CH2:48][CH2:49][CH2:50][CH2:51][CH2:52][CH2:53][CH2:54][CH2:55][CH2:56][CH2:57][CH2:58][CH2:59][CH2:60][CH2:61][CH3:62])[CH:21]([O:63][CH2:64][CH2:65][CH2:66][CH2:67][CH2:68][CH2:69][CH2:70][CH2:71][CH2:72][CH2:73][CH2:74][CH2:75][CH2:76][CH2:77][CH2:78][CH2:79][CH2:80][CH3:81])[CH2:20]3)=[CH:13][CH:12]=2)O)=[CH:5][CH:4]=1.[C:82](=[O:87])([O:84][CH2:85][CH3:86])[NH2:83].CS(O)(=O)=O.C(=O)([O-])[O-].[Na+].[Na+]. The catalyst is C1(C)C=CC=CC=1. The product is [CH3:1][O:2][C:3]1[CH:4]=[CH:5][C:6]([CH:9]([NH:83][C:82](=[O:87])[O:84][CH2:85][CH3:86])[C:11]2[CH:16]=[CH:15][C:14]([O:17][CH2:18][CH:19]3[CH2:24][CH:23]([O:25][CH2:26][CH2:27][CH2:28][CH2:29][CH2:30][CH2:31][CH2:32][CH2:33][CH2:34][CH2:35][CH2:36][CH2:37][CH2:38][CH2:39][CH2:40][CH2:41][CH2:42][CH3:43])[CH:22]([O:44][CH2:45][CH2:46][CH2:47][CH2:48][CH2:49][CH2:50][CH2:51][CH2:52][CH2:53][CH2:54][CH2:55][CH2:56][CH2:57][CH2:58][CH2:59][CH2:60][CH2:61][CH3:62])[CH:21]([O:63][CH2:64][CH2:65][CH2:66][CH2:67][CH2:68][CH2:69][CH2:70][CH2:71][CH2:72][CH2:73][CH2:74][CH2:75][CH2:76][CH2:77][CH2:78][CH2:79][CH2:80][CH3:81])[CH2:20]3)=[CH:13][CH:12]=2)=[CH:7][CH:8]=1. The yield is 1.00. (3) The reactants are [Li+].CC([N-]C(C)C)C.[C:9]([CH:12]1[CH2:17][CH2:16][N:15]([C:18]([O:20][C:21]([CH3:24])([CH3:23])[CH3:22])=[O:19])[CH2:14][CH:13]1[CH3:25])(=[O:11])[CH3:10].Cl[Si](C)(C)C.C(=O)(O)[O-].[Na+].C1C(=O)N([Br:43])C(=O)C1. The catalyst is C1COCC1. The product is [Br:43][CH2:10][C:9]([CH:12]1[CH2:17][CH2:16][N:15]([C:18]([O:20][C:21]([CH3:24])([CH3:23])[CH3:22])=[O:19])[CH2:14][CH:13]1[CH3:25])=[O:11]. The yield is 1.10. (4) The reactants are Cl[CH2:2][C:3](Cl)=[O:4].[NH2:6][C:7]1[C:12]([N+:13]([O-:15])=[O:14])=[CH:11][CH:10]=[CH:9][C:8]=1[OH:16].C(=O)([O-])[O-].[K+].[K+]. The catalyst is C(Cl)(Cl)Cl.CC[N+](CC1C=CC=CC=1)(CC)CC.[Cl-]. The product is [N+:13]([C:12]1[C:7]2[NH:6][C:3](=[O:4])[CH2:2][O:16][C:8]=2[CH:9]=[CH:10][CH:11]=1)([O-:15])=[O:14]. The yield is 0.640. (5) The reactants are CC([O-])(C)C.[K+].CC1C=CC(S([CH2:17][N+:18]#[C-])(=O)=O)=CC=1.[CH2:20]([O:27][C:28]1[CH:29]=[C:30]([CH:33]=[CH:34][C:35]=1[O:36][CH3:37])[CH:31]=O)[C:21]1[CH:26]=[CH:25][CH:24]=[CH:23][CH:22]=1.CO. The catalyst is C1COCC1.O. The product is [CH2:20]([O:27][C:28]1[CH:29]=[C:30]([CH2:31][C:17]#[N:18])[CH:33]=[CH:34][C:35]=1[O:36][CH3:37])[C:21]1[CH:26]=[CH:25][CH:24]=[CH:23][CH:22]=1. The yield is 0.480. (6) The reactants are [CH2:1]([O:3][C:4]([C:6]1[N:7]([C:17]2[CH:22]=[CH:21][C:20]([O:23][CH:24]([CH3:26])[CH3:25])=[CH:19][CH:18]=2)[C:8]2[C:13]([C:14]=1[Cl:15])=[CH:12][C:11](Br)=[CH:10][CH:9]=2)=[O:5])[CH3:2].[CH:27]1[CH:28]=[CH:29][C:30](P([C:28]2[C:29]([C:28]3[C:29](P([C:28]4[CH:29]=[CH:30]C=[CH:32][CH:27]=4)[C:28]4[CH:29]=[CH:30]C=[CH:32][CH:27]=4)=[CH:30][CH:30]=[C:29]4[C:27]=3[CH:32]=[CH:32][CH:27]=[CH:28]4)=[C:30]3[C:32]([CH:27]=[CH:28][CH:29]=[CH:30]3)=[CH:32][CH:27]=2)[C:28]2[CH:29]=[CH:30]C=[CH:32][CH:27]=2)=C[CH:32]=1.[NH:73]1CCNCC1. The catalyst is C1C=CC(/C=C/C(/C=C/C2C=CC=CC=2)=O)=CC=1.C1C=CC(/C=C/C(/C=C/C2C=CC=CC=2)=O)=CC=1.C1C=CC(/C=C/C(/C=C/C2C=CC=CC=2)=O)=CC=1.[Pd].[Pd].C1(C)C=CC=CC=1. The product is [CH2:1]([O:3][C:4]([C:6]1[N:7]([C:17]2[CH:22]=[CH:21][C:20]([O:23][CH:24]([CH3:26])[CH3:25])=[CH:19][CH:18]=2)[C:8]2[C:13]([C:14]=1[Cl:15])=[CH:12][C:11]([N:73]1[CH2:30][CH2:29][CH2:28][CH2:27][CH2:32]1)=[CH:10][CH:9]=2)=[O:5])[CH3:2]. The yield is 0.370. (7) The reactants are [F:1][C:2]1[CH:7]=[C:6]([F:8])[CH:5]=[CH:4][C:3]=1[C:9]1[N:10]=[C:11]2[CH2:24][CH2:23][CH2:22][N:12]2[C:13]=1[C:14]1[N:15]=[N:16][C:17]([NH:20][NH2:21])=[CH:18][CH:19]=1.CO.O=[CH:28][C:29]([O:31][CH2:32][CH3:33])=[O:30].C(O)(=O)C.C(O)(=O)C.IC1C=CC=CC=1. The catalyst is C(Cl)Cl. The product is [F:1][C:2]1[CH:7]=[C:6]([F:8])[CH:5]=[CH:4][C:3]=1[C:9]1[N:10]=[C:11]2[CH2:24][CH2:23][CH2:22][N:12]2[C:13]=1[C:14]1[CH:19]=[CH:18][C:17]2[N:16]([C:28]([C:29]([O:31][CH2:32][CH3:33])=[O:30])=[N:21][N:20]=2)[N:15]=1. The yield is 0.730. (8) The product is [CH3:1][O:2][C:3](=[O:23])[CH:4]=[CH:5][C:6]1[CH:11]=[CH:10][C:9]([C:12]2[C:18]3[CH:19]=[CH:20][CH:21]=[CH:22][C:17]=3[CH2:16][CH2:15][CH2:14][C:13]=2[Br:30])=[CH:8][CH:7]=1. The catalyst is C(Cl)Cl. The yield is 1.00. The reactants are [CH3:1][O:2][C:3](=[O:23])[CH:4]=[CH:5][C:6]1[CH:11]=[CH:10][C:9]([C:12]2[C:18]3[CH:19]=[CH:20][CH:21]=[CH:22][C:17]=3[CH2:16][CH2:15][CH2:14][CH:13]=2)=[CH:8][CH:7]=1.C1C=C[NH+]=CC=1.[Br:30][Br-]Br.